From a dataset of Catalyst prediction with 721,799 reactions and 888 catalyst types from USPTO. Predict which catalyst facilitates the given reaction. Reactant: Cl[C:2]1[C:12]([C:13]#[N:14])=[CH:11][C:5]([C:6]([O:8][CH2:9][CH3:10])=[O:7])=[C:4]([CH3:15])[N:3]=1.[CH2:16]([C:23]1[NH:24][C:25]([CH:28]2[CH2:33][CH2:32][NH:31][CH2:30][CH2:29]2)=[N:26][N:27]=1)[C:17]1[CH:22]=[CH:21][CH:20]=[CH:19][CH:18]=1.CCN(C(C)C)C(C)C.O1C=NN=C1.C([O-])(O)=O.[Na+]. Product: [CH2:16]([C:23]1[NH:24][C:25]([CH:28]2[CH2:33][CH2:32][N:31]([C:2]3[C:12]([C:13]#[N:14])=[CH:11][C:5]([C:6]([O:8][CH2:9][CH3:10])=[O:7])=[C:4]([CH3:15])[N:3]=3)[CH2:30][CH2:29]2)=[N:26][N:27]=1)[C:17]1[CH:18]=[CH:19][CH:20]=[CH:21][CH:22]=1. The catalyst class is: 14.